This data is from Forward reaction prediction with 1.9M reactions from USPTO patents (1976-2016). The task is: Predict the product of the given reaction. (1) The product is: [Cl:15][C:16]1[C:17]([N:23]2[C:5]([C:7]3[O:8][CH:9]=[CH:10][CH:11]=3)=[CH:4][C:3]([C:2]([F:14])([F:13])[F:1])=[N:24]2)=[N:18][CH:19]=[C:20]([Cl:22])[CH:21]=1. Given the reactants [F:1][C:2]([F:14])([F:13])[C:3](=O)[CH2:4][C:5]([C:7]1[O:8][CH:9]=[CH:10][CH:11]=1)=O.[Cl:15][C:16]1[C:17]([NH:23][NH2:24])=[N:18][CH:19]=[C:20]([Cl:22])[CH:21]=1, predict the reaction product. (2) Given the reactants I[CH2:2][CH2:3][CH2:4][Si:5]([CH3:35])([CH3:34])[CH2:6][CH2:7][C:8]1[C:20]2[CH2:19][N:18]3[C:13](=[CH:14][C:15]4[C@:25]([CH2:27][CH3:28])([OH:26])[C:24](=[O:29])[O:23][CH2:22][C:16]=4[C:17]3=[O:21])[C:12]=2[N:11]=[C:10]2[CH:30]=[CH:31][CH:32]=[CH:33][C:9]=12.C[O:37][C:38]1[CH:43]=[CH:42][CH:41]=[CH:40][N:39]=1, predict the reaction product. The product is: [CH3:34][Si:5]([CH3:35])([CH2:4][CH2:3][CH2:2][N:39]1[CH:40]=[CH:41][CH:42]=[CH:43][C:38]1=[O:37])[CH2:6][CH2:7][C:8]1[C:20]2[CH2:19][N:18]3[C:13](=[CH:14][C:15]4[C@:25]([CH2:27][CH3:28])([OH:26])[C:24](=[O:29])[O:23][CH2:22][C:16]=4[C:17]3=[O:21])[C:12]=2[N:11]=[C:10]2[CH:30]=[CH:31][CH:32]=[CH:33][C:9]=12. (3) The product is: [CH3:20][N:16]1[C:17]2[C:13](=[CH:12][C:11]([CH:24]=[O:25])=[CH:19][CH:18]=2)[CH:14]=[N:15]1. Given the reactants [Li]CCCC.C([Mg]Br)C.Br[C:11]1[CH:12]=[C:13]2[C:17](=[CH:18][CH:19]=1)[N:16]([CH3:20])[N:15]=[CH:14]2.CN([CH:24]=[O:25])C, predict the reaction product.